This data is from Reaction yield outcomes from USPTO patents with 853,638 reactions. The task is: Predict the reaction yield, written as a fraction of the theoretical maximum amount of product (1.0 means a 100% yield; for example, 0.34 means a 34% yield). (1) The reactants are [O:1]=[C:2]([NH:7][C:8]1[CH:13]=[CH:12][CH:11]=[CH:10][CH:9]=1)[CH2:3][C:4](O)=[O:5].C1N(P(Cl)(N2C(=O)OCC2)=O)C(=O)OC1.[F:29][C:30]1[CH:31]=[C:32]([CH:34]=[CH:35][C:36]=1[O:37][C:38]1[CH:43]=[CH:42][N:41]=[C:40]2[CH:44]=[C:45]([I:47])[S:46][C:39]=12)[NH2:33].CCN(C(C)C)C(C)C. The catalyst is C(Cl)Cl. The product is [F:29][C:30]1[CH:31]=[C:32]([NH:33][C:4](=[O:5])[CH2:3][C:2]([NH:7][C:8]2[CH:9]=[CH:10][CH:11]=[CH:12][CH:13]=2)=[O:1])[CH:34]=[CH:35][C:36]=1[O:37][C:38]1[CH:43]=[CH:42][N:41]=[C:40]2[CH:44]=[C:45]([I:47])[S:46][C:39]=12. The yield is 0.540. (2) The reactants are [CH:1]1([C:4](=O)[CH2:5][C:6]#[N:7])[CH2:3][CH2:2]1.CS(O)(=O)=O.[NH2:14][C:15]1[CH:29]=[CH:28][CH:27]=[CH:26][C:16]=1[C:17]([C:19]1[CH:24]=[CH:23][C:22]([F:25])=[CH:21][CH:20]=1)=O.[OH-].[Na+]. The catalyst is C1(C)C=CC=CC=1. The product is [CH:1]1([C:4]2[C:5]([C:6]#[N:7])=[C:17]([C:19]3[CH:24]=[CH:23][C:22]([F:25])=[CH:21][CH:20]=3)[C:16]3[C:15](=[CH:29][CH:28]=[CH:27][CH:26]=3)[N:14]=2)[CH2:3][CH2:2]1. The yield is 0.980. (3) The reactants are [H-].[Na+].[CH:3]1([OH:8])[CH2:7][CH2:6][CH2:5][CH2:4]1.F[C:10]1[CH:17]=[CH:16][C:13]([C:14]#[N:15])=[CH:12][CH:11]=1. The catalyst is O1CCOCC1. The product is [CH:3]1([O:8][C:10]2[CH:17]=[CH:16][C:13]([C:14]#[N:15])=[CH:12][CH:11]=2)[CH2:7][CH2:6][CH2:5][CH2:4]1. The yield is 0.800. (4) The catalyst is C(OC(C)C)(=O)C. The product is [Cl:1][C:2]1[CH:10]=[C:9]2[C:5]([C:6]([C:11]([NH:49][S:46]([CH3:45])(=[O:48])=[O:47])=[O:12])=[CH:7][NH:8]2)=[CH:4][C:3]=1[C:13]1[CH:14]=[CH:15][C:16]([C:19]2([OH:23])[CH2:22][CH2:21][CH2:20]2)=[CH:17][CH:18]=1. The reactants are [Cl:1][C:2]1[CH:10]=[C:9]2[C:5]([C:6]([CH:11]=[O:12])=[CH:7][NH:8]2)=[CH:4][C:3]=1[C:13]1[CH:18]=[CH:17][C:16]([C:19]2([OH:23])[CH2:22][CH2:21][CH2:20]2)=[CH:15][CH:14]=1.C(C(OC1C(OC(C(C)(C)C)=O)=C(I)C=CC=1)=O)(C)(C)C.[CH3:45][S:46]([NH2:49])(=[O:48])=[O:47]. The yield is 0.130. (5) The reactants are [N+:1]([C:4]1[CH:5]=[CH:6][C:7]2[O:12][C@:11]([CH3:18])([CH:13]([O:16][CH3:17])[O:14][CH3:15])[C@H:10]3[O:19][C@H:9]3[C:8]=2[CH:20]=1)([O-:3])=[O:2].[Cl:21][C:22]1[CH:23]=[C:24]([NH:28][CH2:29][C:30]2[NH:31][CH:32]=[CH:33][N:34]=2)[CH:25]=[CH:26][CH:27]=1. No catalyst specified. The product is [N+:1]([C:4]1[CH:5]=[CH:6][C:7]2[O:12][C@:11]([CH3:18])([CH:13]([O:16][CH3:17])[O:14][CH3:15])[C@@H:10]([OH:19])[C@H:9]([N:28]([C:24]3[CH:25]=[CH:26][CH:27]=[C:22]([Cl:21])[CH:23]=3)[CH2:29][C:30]3[NH:31][CH:32]=[CH:33][N:34]=3)[C:8]=2[CH:20]=1)([O-:3])=[O:2]. The yield is 0.350. (6) The reactants are [C:1]([O:5][C:6]([NH:8][C@@H:9]1[CH2:14][CH2:13][C@H:12]([C:15]([OH:17])=O)[CH2:11][CH2:10]1)=[O:7])([CH3:4])([CH3:3])[CH3:2].C1N=CN(C(N2C=NC=C2)=O)C=1.Cl.[CH3:31][O:32][NH:33][CH3:34].O. The catalyst is C(Cl)Cl. The product is [CH3:31][O:32][N:33]([CH3:34])[C:15]([C@@H:12]1[CH2:11][CH2:10][C@H:9]([NH:8][C:6](=[O:7])[O:5][C:1]([CH3:2])([CH3:3])[CH3:4])[CH2:14][CH2:13]1)=[O:17]. The yield is 0.930. (7) The reactants are [NH:1]1[CH:5]=[CH:4][CH:3]=[C:2]1[C:6]([O:8]C)=O.[C:10]1([C@@H:16]([NH2:18])[CH3:17])[CH:15]=[CH:14][CH:13]=[CH:12][CH:11]=1. No catalyst specified. The product is [C:10]1([C@@H:16]([NH:18][C:6]([C:2]2[NH:1][CH:5]=[CH:4][CH:3]=2)=[O:8])[CH3:17])[CH:15]=[CH:14][CH:13]=[CH:12][CH:11]=1. The yield is 0.750. (8) The product is [S:10]1[CH:11]=[CH:12][N:13]=[C:9]1[N:1]([CH2:5][CH2:6][OH:7])[CH2:2][CH2:3][OH:4]. The catalyst is C(O)C. The reactants are [NH:1]([CH2:5][CH2:6][OH:7])[CH2:2][CH2:3][OH:4].Br[C:9]1[S:10][CH:11]=[CH:12][N:13]=1. The yield is 0.247.